Dataset: NCI-60 drug combinations with 297,098 pairs across 59 cell lines. Task: Regression. Given two drug SMILES strings and cell line genomic features, predict the synergy score measuring deviation from expected non-interaction effect. (1) Drug 1: COC1=CC(=CC(=C1O)OC)C2C3C(COC3=O)C(C4=CC5=C(C=C24)OCO5)OC6C(C(C7C(O6)COC(O7)C8=CC=CS8)O)O. Drug 2: CCCCCOC(=O)NC1=NC(=O)N(C=C1F)C2C(C(C(O2)C)O)O. Cell line: IGROV1. Synergy scores: CSS=36.5, Synergy_ZIP=-6.75, Synergy_Bliss=0.615, Synergy_Loewe=-59.4, Synergy_HSA=1.19. (2) Drug 1: C1=NC2=C(N1)C(=S)N=C(N2)N. Drug 2: CS(=O)(=O)CCNCC1=CC=C(O1)C2=CC3=C(C=C2)N=CN=C3NC4=CC(=C(C=C4)OCC5=CC(=CC=C5)F)Cl. Cell line: BT-549. Synergy scores: CSS=16.0, Synergy_ZIP=-6.15, Synergy_Bliss=2.10, Synergy_Loewe=-7.35, Synergy_HSA=0.263.